This data is from Reaction yield outcomes from USPTO patents with 853,638 reactions. The task is: Predict the reaction yield, written as a fraction of the theoretical maximum amount of product (1.0 means a 100% yield; for example, 0.34 means a 34% yield). (1) The reactants are C[O:2][C:3]1[C:4]([CH3:37])=[C:5]([C:28]([O:35]C)=[C:29]([O:33][CH3:34])[C:30]=1[O:31][CH3:32])[CH2:6][C:7]1[CH:8]=[CH:9][C:10]([O:21][C:22]2[CH:27]=[CH:26][N:25]=[CH:24][CH:23]=2)=[C:11]([CH:20]=1)[C:12]([N:14]1[CH2:19][CH2:18][CH2:17][CH2:16][CH2:15]1)=[O:13].O=[N+]([O-])[O-].[O-][N+](=O)[O-].[O-][N+](=O)[O-].[O-][N+](=O)[O-].[O-][N+](=O)[O-].[O-][N+](=O)[O-].[Ce+4].[NH4+].[NH4+]. The catalyst is C(#N)C.O. The product is [CH3:32][O:31][C:30]1[C:3](=[O:2])[C:4]([CH3:37])=[C:5]([CH2:6][C:7]2[CH:8]=[CH:9][C:10]([O:21][C:22]3[CH:27]=[CH:26][N:25]=[CH:24][CH:23]=3)=[C:11]([CH:20]=2)[C:12]([N:14]2[CH2:15][CH2:16][CH2:17][CH2:18][CH2:19]2)=[O:13])[C:28](=[O:35])[C:29]=1[O:33][CH3:34]. The yield is 0.660. (2) The catalyst is C1COCC1. The product is [CH2:23]([N:26]1[CH:30]=[C:29]([C:31]([C:2]2[CH:3]=[C:4]3[C:8](=[CH:9][CH:10]=2)[N:7]([C:11]2[CH:16]=[CH:15][C:14]([F:17])=[CH:13][CH:12]=2)[N:6]=[CH:5]3)([OH:36])[C:32]([F:35])([F:33])[F:34])[CH:28]=[C:27]1[C:37]#[N:38])[CH:24]=[CH2:25]. The yield is 0.660. The reactants are Br[C:2]1[CH:3]=[C:4]2[C:8](=[CH:9][CH:10]=1)[N:7]([C:11]1[CH:16]=[CH:15][C:14]([F:17])=[CH:13][CH:12]=1)[N:6]=[CH:5]2.[Li]CCCC.[CH2:23]([N:26]1[CH:30]=[C:29]([C:31](=[O:36])[C:32]([F:35])([F:34])[F:33])[CH:28]=[C:27]1[C:37]#[N:38])[CH:24]=[CH2:25]. (3) The reactants are [C:1]([C:5]1[NH:6][C:7]2[C:12]([CH:13]=1)=[CH:11][C:10]([N+:14]([O-])=O)=[CH:9][C:8]=2[CH2:17][OH:18])([CH3:4])([CH3:3])[CH3:2]. The catalyst is [Ni].CO. The product is [NH2:14][C:10]1[CH:11]=[C:12]2[C:7](=[C:8]([CH2:17][OH:18])[CH:9]=1)[NH:6][C:5]([C:1]([CH3:4])([CH3:3])[CH3:2])=[CH:13]2. The yield is 0.800. (4) The reactants are [C:14]1([As]([C:14]2[CH:19]=[CH:18][CH:17]=[CH:16][CH:15]=2)[C:14]2[CH:19]=[CH:18][CH:17]=[CH:16][CH:15]=2)[CH:19]=[CH:18][CH:17]=[CH:16][CH:15]=1.I[C:21]1[S:22](=[O:28])(=[O:27])[C:23](I)=[CH:24][CH:25]=1.[CH2:29]([C:35]1[S:36][C:37]([Sn](CCCC)(CCCC)CCCC)=[CH:38][CH:39]=1)[CH2:30][CH2:31][CH2:32][CH2:33][CH3:34]. The catalyst is C1(C)C=CC=CC=1.C1C=CC(/C=C/C(/C=C/C2C=CC=CC=2)=O)=CC=1.C1C=CC(/C=C/C(/C=C/C2C=CC=CC=2)=O)=CC=1.C1C=CC(/C=C/C(/C=C/C2C=CC=CC=2)=O)=CC=1.[Pd].[Pd]. The product is [CH2:29]([C:35]1[S:36][C:37]([C:21]2[S:22](=[O:28])(=[O:27])[C:23]([C:21]3[S:22][C:23]([CH2:15][CH2:16][CH2:17][CH2:18][CH2:19][CH3:14])=[CH:24][CH:25]=3)=[CH:24][CH:25]=2)=[CH:38][CH:39]=1)[CH2:30][CH2:31][CH2:32][CH2:33][CH3:34]. The yield is 0.310. (5) The reactants are C[O:2][C:3]1[CH:4]=[C:5]([CH:14]=[C:15]([C:17]2[CH:22]=[CH:21][CH:20]=[CH:19][CH:18]=2)[CH3:16])[CH:6]=[C:7]([O:12]C)[C:8]=1[CH:9]([CH3:11])[CH3:10].B(Br)(Br)Br. No catalyst specified. The product is [CH3:16][C:15]([C:17]1[CH:18]=[CH:19][CH:20]=[CH:21][CH:22]=1)=[CH:14][C:5]1[CH:6]=[C:7]([OH:12])[C:8]([CH:9]([CH3:11])[CH3:10])=[C:3]([OH:2])[CH:4]=1. The yield is 0.630. (6) The product is [C:43]1([C:42]2[N:49]=[C:25]([C:9]3[N:10]=[C:11]([N:12]4[CH2:17][CH2:16][N:15]5[C:18]([C:21]([F:24])([F:23])[F:22])=[N:19][N:20]=[C:14]5[CH2:13]4)[C:6]4[CH:5]=[C:4]([CH2:1][CH2:2][CH3:3])[S:28][C:7]=4[N:8]=3)[O:26][N:41]=2)[CH:48]=[CH:47][CH:46]=[CH:45][CH:44]=1. The reactants are [CH2:1]([C:4]1[S:28][C:7]2[N:8]=[C:9]([C:25](O)=[O:26])[N:10]=[C:11]([N:12]3[CH2:17][CH2:16][N:15]4[C:18]([C:21]([F:24])([F:23])[F:22])=[N:19][N:20]=[C:14]4[CH2:13]3)[C:6]=2[CH:5]=1)[CH2:2][CH3:3].C(Cl)(=O)C(Cl)=O.CN(C)C=O.O[NH:41][C:42](=[NH:49])[C:43]1[CH:48]=[CH:47][CH:46]=[CH:45][CH:44]=1. The catalyst is ClCCl.N1C=CC=CC=1. The yield is 0.190.